From a dataset of Catalyst prediction with 721,799 reactions and 888 catalyst types from USPTO. Predict which catalyst facilitates the given reaction. (1) Reactant: [N:1]1[CH:6]=[CH:5][CH:4]=[C:3]([C:7]2[C:16]3[CH2:15][CH2:14][CH2:13][CH2:12][C:11]=3[N:10]=[C:9]([O:17][CH2:18][C:19]3[CH:24]=[CH:23][CH:22]=[CH:21][N:20]=3)[CH:8]=2)[CH:2]=1.[Na+].[I-].S(=O)(=O)(O)O.[C:32](=O)([O-])O.[Na+].S([O-])([O-])(=O)=S.[Na+].[Na+]. Product: [CH3:32][C:22]1[CH:23]=[CH:24][C:19]([CH2:18][O:17][C:9]2[CH:8]=[C:7]([C:3]3[CH:2]=[N:1][CH:6]=[CH:5][CH:4]=3)[C:16]3[CH2:15][CH2:14][CH2:13][CH2:12][C:11]=3[N:10]=2)=[N:20][CH:21]=1. The catalyst class is: 144. (2) Reactant: [Cl:1][C:2]1[CH:7]=[C:6]([Cl:8])[CH:5]=[CH:4][C:3]=1[CH2:9][CH2:10][NH:11][C:12]1[N:17]=[C:16]([O:18][CH3:19])[N:15]=[C:14]([C:20]2[CH:21]=[C:22]([C:26]([CH3:31])([CH3:30])[C:27]([OH:29])=[O:28])[CH:23]=[CH:24][CH:25]=2)[CH:13]=1.Cl. Product: [ClH:1].[Cl:1][C:2]1[CH:7]=[C:6]([Cl:8])[CH:5]=[CH:4][C:3]=1[CH2:9][CH2:10][NH:11][C:12]1[N:17]=[C:16]([O:18][CH3:19])[N:15]=[C:14]([C:20]2[CH:21]=[C:22]([C:26]([CH3:31])([CH3:30])[C:27]([OH:29])=[O:28])[CH:23]=[CH:24][CH:25]=2)[CH:13]=1. The catalyst class is: 275. (3) Reactant: [CH:1]1N=C[N:3]([C:6]([N:8]2C=N[CH:10]=[CH:9]2)=[O:7])[CH:2]=1.[C:13]([C:17]1[CH:18]=[CH:19][C:20]([C:24]2[CH:28]=[C:27]([CH3:29])[NH:26][C:25]=2[CH3:30])=C(C=1)N)([CH3:16])([CH3:15])[CH3:14].[CH3:31][NH:32][C:33]([C:35]1[CH:40]=[C:39]([O:41][C:42]2[CH:48]=CC(N)=[CH:44][CH:43]=2)[CH:38]=[CH:37][N:36]=1)=[O:34]. Product: [C:13]([C:17]1[CH:18]=[CH:19][C:20]([C:24]2[CH:28]=[C:27]([CH3:29])[NH:26][C:25]=2[CH3:30])=[C:9]([NH:8][C:6]([NH:3][C:2]2[CH:1]=[CH:48][C:42]([O:41][C:39]3[CH:38]=[CH:37][N:36]=[C:35]([C:33](=[O:34])[NH:32][CH3:31])[CH:40]=3)=[CH:43][CH:44]=2)=[O:7])[CH:10]=1)([CH3:14])([CH3:15])[CH3:16]. The catalyst class is: 25. (4) Reactant: C([O:8][C:9]1[C:14]2[N:15]=[C:16]([CH3:19])[N:17]([CH3:18])[C:13]=2[CH:12]=[C:11]([N:20]([CH3:24])[C:21](=[O:23])[CH3:22])[CH:10]=1)C1C=CC=CC=1.C(O)(=O)C. Product: [OH:8][C:9]1[C:14]2[N:15]=[C:16]([CH3:19])[N:17]([CH3:18])[C:13]=2[CH:12]=[C:11]([N:20]([CH3:24])[C:21](=[O:23])[CH3:22])[CH:10]=1. The catalyst class is: 29. (5) Reactant: [CH3:1][C:2]([C:4]1[CH:9]=[CH:8][CH:7]=[C:6]([C:10]([F:13])([F:12])[F:11])[CH:5]=1)=[O:3].[Na+].[Cl-].[CH3:16][C:17](O)(CC)/C=C/C1C=CC=CC=1. Product: [F:13][C:10]([F:11])([F:12])[C:6]1[CH:5]=[C:4]([C:2]([OH:3])([CH2:16][CH3:17])[CH3:1])[CH:9]=[CH:8][CH:7]=1. The catalyst class is: 22. (6) Reactant: [CH3:1][C:2]1[C:7]([B:8]2[O:12][C:11]([CH3:14])([CH3:13])[C:10]([CH3:16])([CH3:15])[O:9]2)=[CH:6][CH:5]=[CH:4][C:3]=1[NH2:17].N1C=CC=CC=1.[S:24]1[C:28]([C:29](Cl)=[O:30])=[CH:27][C:26]2[CH2:32][CH2:33][CH2:34][CH2:35][C:25]1=2. Product: [CH3:1][C:2]1[C:7]([B:8]2[O:12][C:11]([CH3:13])([CH3:14])[C:10]([CH3:16])([CH3:15])[O:9]2)=[CH:6][CH:5]=[CH:4][C:3]=1[NH:17][C:29]([C:28]1[S:24][C:25]2[CH2:35][CH2:34][CH2:33][CH2:32][C:26]=2[CH:27]=1)=[O:30]. The catalyst class is: 2. (7) Reactant: [NH:1]1[C:6]2[CH:7]=[CH:8][S:9][C:5]=2[C:4](=[O:10])[O:3][C:2]1=[O:11].[H-].[Na+].I[CH3:15].O. Product: [CH3:15][N:1]1[C:6]2[CH:7]=[CH:8][S:9][C:5]=2[C:4](=[O:10])[O:3][C:2]1=[O:11]. The catalyst class is: 9.